From a dataset of Peptide-MHC class I binding affinity with 185,985 pairs from IEDB/IMGT. Regression. Given a peptide amino acid sequence and an MHC pseudo amino acid sequence, predict their binding affinity value. This is MHC class I binding data. (1) The MHC is HLA-B38:01 with pseudo-sequence HLA-B38:01. The binding affinity (normalized) is 0.624. The peptide sequence is NHGNVELSL. (2) The peptide sequence is VNRWLFRHL. The MHC is HLA-B46:01 with pseudo-sequence HLA-B46:01. The binding affinity (normalized) is 0.0847. (3) The peptide sequence is PTPVNIIGRNL. The MHC is HLA-B35:01 with pseudo-sequence HLA-B35:01. The binding affinity (normalized) is 0. (4) The peptide sequence is VYDFYVWV. The MHC is H-2-Kb with pseudo-sequence H-2-Kb. The binding affinity (normalized) is 0.118. (5) The binding affinity (normalized) is 0.213. The peptide sequence is MPYHGYHII. The MHC is HLA-B15:42 with pseudo-sequence HLA-B15:42. (6) The peptide sequence is QIGGEAIFL. The MHC is HLA-A02:03 with pseudo-sequence HLA-A02:03. The binding affinity (normalized) is 0.0948. (7) The peptide sequence is GGKEVDSSSHM. The MHC is Mamu-A02 with pseudo-sequence Mamu-A02. The binding affinity (normalized) is 0.368. (8) The peptide sequence is MHCDFAFWV. The MHC is HLA-A02:12 with pseudo-sequence HLA-A02:12. The binding affinity (normalized) is 0.0847. (9) The peptide sequence is IPFIAYFVLM. The MHC is HLA-A03:01 with pseudo-sequence HLA-A03:01. The binding affinity (normalized) is 0.401.